Dataset: Full USPTO retrosynthesis dataset with 1.9M reactions from patents (1976-2016). Task: Predict the reactants needed to synthesize the given product. (1) Given the product [CH2:1]([O:8][CH:9]1[CH2:14][CH2:13][CH:12](/[CH:15]=[C:16]2/[C:17](=[O:31])[CH:18]([C:22]3[C:23]([CH3:30])=[CH:24][C:25]([CH3:29])=[CH:26][C:27]=3[CH3:28])[CH:19]([O:21][C:32](=[O:37])[C:33]([CH3:36])([CH3:35])[CH3:34])[CH2:20]/2)[CH2:11][CH2:10]1)[C:2]1[CH:3]=[CH:4][CH:5]=[CH:6][CH:7]=1, predict the reactants needed to synthesize it. The reactants are: [CH2:1]([O:8][CH:9]1[CH2:14][CH2:13][CH:12](/[CH:15]=[C:16]2/[C:17](=[O:31])[CH:18]([C:22]3[C:27]([CH3:28])=[CH:26][C:25]([CH3:29])=[CH:24][C:23]=3[CH3:30])[C:19](=[O:21])[CH2:20]/2)[CH2:11][CH2:10]1)[C:2]1[CH:7]=[CH:6][CH:5]=[CH:4][CH:3]=1.[C:32](Cl)(=[O:37])[C:33]([CH3:36])([CH3:35])[CH3:34].O. (2) Given the product [CH:21]([O:24][CH2:25][CH2:26][NH:27][CH2:1][C:3]1[CH:18]=[CH:17][C:6]([O:7][C:8]2[N:9]=[CH:10][C:11]([C:14]([NH2:16])=[O:15])=[N:12][CH:13]=2)=[C:5]([O:19][CH3:20])[CH:4]=1)([CH3:23])[CH3:22], predict the reactants needed to synthesize it. The reactants are: [CH:1]([C:3]1[CH:18]=[CH:17][C:6]([O:7][C:8]2[N:9]=[CH:10][C:11]([C:14]([NH2:16])=[O:15])=[N:12][CH:13]=2)=[C:5]([O:19][CH3:20])[CH:4]=1)=O.[CH:21]([O:24][CH2:25][CH2:26][NH2:27])([CH3:23])[CH3:22].[BH4-].[Na+]. (3) Given the product [CH3:26][C:23]1([CH3:27])[CH2:24][O:25][B:20]([C:2]2[CH:7]=[CH:6][C:5]([N:8]3[CH2:12][C@H:11]([CH2:13][NH:14][C:15](=[O:17])[CH3:16])[O:10][C:9]3=[O:18])=[CH:4][C:3]=2[F:19])[O:21][CH2:22]1, predict the reactants needed to synthesize it. The reactants are: Br[C:2]1[CH:7]=[CH:6][C:5]([N:8]2[CH2:12][C@H:11]([CH2:13][NH:14][C:15](=[O:17])[CH3:16])[O:10][C:9]2=[O:18])=[CH:4][C:3]=1[F:19].[B:20]1([B:20]2[O:25][CH2:24][C:23]([CH3:27])([CH3:26])[CH2:22][O:21]2)[O:25][CH2:24][C:23]([CH3:27])([CH3:26])[CH2:22][O:21]1.C([O-])(=O)C.[K+]. (4) Given the product [CH:37]([NH:40][C:19]([C:10]1[C:11](=[O:18])[C:12]2[C:17](=[N:16][CH:15]=[CH:14][CH:13]=2)[N:8]([C:4]2[CH:5]=[CH:6][CH:7]=[C:2]([Br:1])[CH:3]=2)[CH:9]=1)=[O:20])([CH3:39])[CH3:38], predict the reactants needed to synthesize it. The reactants are: [Br:1][C:2]1[CH:3]=[C:4]([N:8]2[C:17]3[C:12](=[CH:13][CH:14]=[CH:15][N:16]=3)[C:11](=[O:18])[C:10]([C:19](O)=[O:20])=[CH:9]2)[CH:5]=[CH:6][CH:7]=1.C(N(CC)CC)C.ClC(OCC(C)C)=O.[CH:37]([NH2:40])([CH3:39])[CH3:38]. (5) Given the product [C:1]([O:5][C:6](=[O:43])[NH:7][CH:8]1[CH2:13][CH2:12][CH:11]([NH:14][C:15](=[O:42])[C:16]2[CH:17]=[C:18]([O:33][C:34]3[CH:39]=[CH:38][C:37]([C:40]#[N:41])=[CH:36][CH:35]=3)[CH:19]=[C:20]([O:22][CH2:23][C:24]3[CH:29]=[CH:28][CH:27]=[C:26]([NH2:30])[CH:25]=3)[CH:21]=2)[CH2:10][CH2:9]1)([CH3:4])([CH3:2])[CH3:3], predict the reactants needed to synthesize it. The reactants are: [C:1]([O:5][C:6](=[O:43])[NH:7][CH:8]1[CH2:13][CH2:12][CH:11]([NH:14][C:15](=[O:42])[C:16]2[CH:21]=[C:20]([O:22][CH2:23][C:24]3[CH:29]=[CH:28][CH:27]=[C:26]([N+:30]([O-])=O)[CH:25]=3)[CH:19]=[C:18]([O:33][C:34]3[CH:39]=[CH:38][C:37]([C:40]#[N:41])=[CH:36][CH:35]=3)[CH:17]=2)[CH2:10][CH2:9]1)([CH3:4])([CH3:3])[CH3:2].[NH4+].[Cl-].